This data is from Peptide-MHC class I binding affinity with 185,985 pairs from IEDB/IMGT. The task is: Regression. Given a peptide amino acid sequence and an MHC pseudo amino acid sequence, predict their binding affinity value. This is MHC class I binding data. The peptide sequence is VWKRFEHLCV. The MHC is HLA-A29:02 with pseudo-sequence HLA-A29:02. The binding affinity (normalized) is 0.